From a dataset of Forward reaction prediction with 1.9M reactions from USPTO patents (1976-2016). Predict the product of the given reaction. Given the reactants Cl[CH2:2][CH2:3][N:4]1[CH2:9][CH2:8][N:7]([CH:10]([CH:17]2[CH2:22][CH2:21][CH2:20][CH2:19][CH2:18]2)[CH:11]2[CH2:16][CH2:15][CH2:14][CH2:13][CH2:12]2)[CH2:6][CH2:5]1.C1(C(C2CCCCC2)N2CCNCC2)CCCCC1.C1[O:44]C1, predict the reaction product. The product is: [OH:44][CH2:2][CH2:3][N:4]1[CH2:9][CH2:8][N:7]([CH:10]([CH:17]2[CH2:22][CH2:21][CH2:20][CH2:19][CH2:18]2)[CH:11]2[CH2:16][CH2:15][CH2:14][CH2:13][CH2:12]2)[CH2:6][CH2:5]1.